Dataset: Full USPTO retrosynthesis dataset with 1.9M reactions from patents (1976-2016). Task: Predict the reactants needed to synthesize the given product. (1) Given the product [C:13]([C:9]1[CH:8]=[C:7]([CH:12]=[CH:11][CH:10]=1)[CH2:13][C:9]1[CH:10]=[CH:11][CH:12]=[CH:7][C:8]=1[C:19]#[N:20])([CH3:16])([CH3:15])[CH3:14], predict the reactants needed to synthesize it. The reactants are: FC(F)(F)S(O[C:7]1[CH:12]=[CH:11][CH:10]=[C:9]([C:13]([CH3:16])([CH3:15])[CH3:14])[CH:8]=1)(=O)=O.[C-:19]#[N:20].[Na+]. (2) Given the product [Cl:1][C:2]1[CH:11]=[C:10]2[C:5]([C:6]([C:29]3[CH:30]=[C:31](/[CH:6]=[CH:7]/[C:8]([OH:12])=[O:9])[CH:32]=[CH:33][CH:34]=3)=[C:7]([CH2:13][C:14]([NH:16][C:17]3[C:22]([C:23]([F:26])([F:24])[F:25])=[CH:21][C:20]([F:27])=[CH:19][C:18]=3[OH:28])=[O:15])[C:8](=[O:12])[O:9]2)=[CH:4][C:3]=1[CH3:40], predict the reactants needed to synthesize it. The reactants are: [Cl:1][C:2]1[CH:11]=[C:10]2[C:5]([C:6]([C:29]3[CH:30]=[C:31](OC(=O)C=C)[CH:32]=[CH:33][CH:34]=3)=[C:7]([CH2:13][C:14]([NH:16][C:17]3[C:22]([C:23]([F:26])([F:25])[F:24])=[CH:21][C:20]([F:27])=[CH:19][C:18]=3[OH:28])=[O:15])[C:8](=[O:12])[O:9]2)=[CH:4][C:3]=1[CH3:40]. (3) Given the product [CH3:1][C:2]1[N:3]([CH2:29][C:30]([OH:32])=[O:31])[C:4]2[CH2:5][CH2:6][C:7]([CH3:28])([CH3:27])[CH2:8][C:9]=2[C:10]=1[C:11](=[O:26])[C:12]1[CH:13]=[CH:14][C:15]([S:18]([N:21]2[CH2:22][CH2:23][CH2:24][CH2:25]2)(=[O:20])=[O:19])=[CH:16][CH:17]=1, predict the reactants needed to synthesize it. The reactants are: [CH3:1][C:2]1[N:3]([CH2:29][C:30]([O:32]CC)=[O:31])[C:4]2[CH2:5][CH2:6][C:7]([CH3:28])([CH3:27])[CH2:8][C:9]=2[C:10]=1[C:11](=[O:26])[C:12]1[CH:17]=[CH:16][C:15]([S:18]([N:21]2[CH2:25][CH2:24][CH2:23][CH2:22]2)(=[O:20])=[O:19])=[CH:14][CH:13]=1.[Li+].[OH-]. (4) Given the product [Cl:1][C:2]1[CH:7]=[CH:6][C:5]([O:8][C:33]2[CH:32]=[CH:31][C:30]([S:35]([N:38]([CH2:44][C:45]3[CH:50]=[CH:49][C:48]([O:51][CH3:52])=[CH:47][C:46]=3[O:53][CH3:54])[C:39]3[S:43][N:42]=[CH:41][N:40]=3)(=[O:37])=[O:36])=[CH:29][C:28]=2[C:26]#[N:27])=[C:4]([C:9]2[CH:14]=[CH:13][N:12]=[C:11]([O:15][CH:16]3[CH2:19][CH2:18][CH2:17]3)[CH:10]=2)[CH:3]=1, predict the reactants needed to synthesize it. The reactants are: [Cl:1][C:2]1[CH:7]=[CH:6][C:5]([OH:8])=[C:4]([C:9]2[CH:14]=[CH:13][N:12]=[C:11]([O:15][CH:16]3[CH2:19][CH2:18][CH2:17]3)[CH:10]=2)[CH:3]=1.C(=O)([O-])[O-].[K+].[K+].[C:26]([C:28]1[CH:29]=[C:30]([S:35]([N:38]([CH2:44][C:45]2[CH:50]=[CH:49][C:48]([O:51][CH3:52])=[CH:47][C:46]=2[O:53][CH3:54])[C:39]2[S:43][N:42]=[CH:41][N:40]=2)(=[O:37])=[O:36])[CH:31]=[CH:32][C:33]=1F)#[N:27]. (5) Given the product [Br:1][C:2]1[CH:11]=[CH:10][C:5]([C:6]([O:8][CH3:9])=[O:7])=[CH:4][C:3]=1[O:12][CH3:13], predict the reactants needed to synthesize it. The reactants are: [Br:1][C:2]1[CH:11]=[CH:10][C:5]([C:6]([O:8][CH3:9])=[O:7])=[CH:4][C:3]=1[OH:12].[C:13](=O)([O-])[O-].[K+].[K+].S(OC)(OC)(=O)=O.O. (6) Given the product [Br:12][C:5]1[C:6]2[C:11](=[CH:10][CH:9]=[CH:8][CH:7]=2)[C:2]([C:19]([OH:20])([CH3:21])[CH3:18])=[CH:3][CH:4]=1, predict the reactants needed to synthesize it. The reactants are: Br[C:2]1[C:11]2[C:6](=[CH:7][CH:8]=[CH:9][CH:10]=2)[C:5]([Br:12])=[CH:4][CH:3]=1.[Li]CCCC.[CH3:18][C:19]([CH3:21])=[O:20]. (7) Given the product [Cl:37][C:38]1[CH:43]=[C:42]([C:2]2[N:3]=[C:4]3[C:9](=[CH:10][CH:11]=2)[N:8]=[CH:7][C:6]([C:12](=[O:15])[CH2:13][CH3:14])=[C:5]3[NH:16][C:17]2[CH:18]=[CH:19][C:20]([N:23]3[CH2:28][CH2:27][CH2:26][C@H:25]([NH:29][C:30](=[O:36])[O:31][C:32]([CH3:33])([CH3:35])[CH3:34])[CH2:24]3)=[N:21][CH:22]=2)[CH:41]=[C:40]([Cl:53])[C:39]=1[OH:54], predict the reactants needed to synthesize it. The reactants are: Cl[C:2]1[N:3]=[C:4]2[C:9](=[CH:10][CH:11]=1)[N:8]=[CH:7][C:6]([C:12](=[O:15])[CH2:13][CH3:14])=[C:5]2[NH:16][C:17]1[CH:18]=[CH:19][C:20]([N:23]2[CH2:28][CH2:27][CH2:26][C@H:25]([NH:29][C:30](=[O:36])[O:31][C:32]([CH3:35])([CH3:34])[CH3:33])[CH2:24]2)=[N:21][CH:22]=1.[Cl:37][C:38]1[CH:43]=[C:42](B2OC(C)(C)C(C)(C)O2)[CH:41]=[C:40]([Cl:53])[C:39]=1[OH:54].